This data is from Merck oncology drug combination screen with 23,052 pairs across 39 cell lines. The task is: Regression. Given two drug SMILES strings and cell line genomic features, predict the synergy score measuring deviation from expected non-interaction effect. Drug 1: O=S1(=O)NC2(CN1CC(F)(F)F)C1CCC2Cc2cc(C=CCN3CCC(C(F)(F)F)CC3)ccc2C1. Drug 2: CN(Cc1cnc2nc(N)nc(N)c2n1)c1ccc(C(=O)NC(CCC(=O)O)C(=O)O)cc1. Cell line: A2058. Synergy scores: synergy=-11.8.